Dataset: CYP1A2 inhibition data for predicting drug metabolism from PubChem BioAssay. Task: Regression/Classification. Given a drug SMILES string, predict its absorption, distribution, metabolism, or excretion properties. Task type varies by dataset: regression for continuous measurements (e.g., permeability, clearance, half-life) or binary classification for categorical outcomes (e.g., BBB penetration, CYP inhibition). Dataset: cyp1a2_veith. (1) The result is 0 (non-inhibitor). The compound is COC(=O)[C@@]1(Cc2ccccc2)[C@@H]2C(=CC(=O)[C@H]2CC(=O)C(=O)N(C)C)CN1C(=O)c1ccccc1. (2) The compound is C[C@@]12CCC(=O)C=C1CC[C@H]1[C@H]2[C@@H](O)C[C@@]2(C)[C@@H](c3csc(-c4ccccc4)n3)CC[C@H]12. The result is 1 (inhibitor). (3) The molecule is CO[C@]1(NC(=O)Cc2cccs2)C(=O)N2C(C(=O)[O-])=C(COC(N)=O)CS[C@H]21.[Na+]. The result is 0 (non-inhibitor). (4) The molecule is Cc1ccc(C(C(=O)NCc2ccco2)N(C(=O)CNC(=O)c2cccs2)c2ccc(C)cc2)cc1. The result is 0 (non-inhibitor). (5) The compound is Cl.OC(COCC1COc2ccccc2O1)CN1CCc2ccccc2C1. The result is 1 (inhibitor). (6) The compound is CCc1c(C)nc2ccc(Br)cc2c1Cl. The result is 1 (inhibitor). (7) The drug is Cc1ccc(N2C(=O)C(Cl)=C(NCc3ccccc3)C2=O)c(C)c1. The result is 1 (inhibitor). (8) The compound is COc1ccc(NC(=O)Cn2cccc2)c(OC)c1. The result is 1 (inhibitor). (9) The molecule is N#CCCn1c(=O)c(CCc2ccccc2)nc2cnc(Nc3ccccc3)nc21. The result is 0 (non-inhibitor).